From a dataset of Catalyst prediction with 721,799 reactions and 888 catalyst types from USPTO. Predict which catalyst facilitates the given reaction. (1) Reactant: [CH2:1]([O:3][C:4]([C:6]1[N:7]=[C:8]([C:22]2[CH:27]=[CH:26][C:25]([Cl:28])=[CH:24][CH:23]=2)[N:9]([C:15]2[CH:20]=[CH:19][CH:18]=[CH:17][C:16]=2[Cl:21])[C:10]=1[CH:11]=[CH:12][O:13]C)=[O:5])[CH3:2].OS(O)(=O)=O.C([O-])([O-])=O.[K+].[K+]. Product: [CH2:1]([O:3][C:4]([C:6]1[N:7]=[C:8]([C:22]2[CH:23]=[CH:24][C:25]([Cl:28])=[CH:26][CH:27]=2)[N:9]([C:15]2[CH:20]=[CH:19][CH:18]=[CH:17][C:16]=2[Cl:21])[C:10]=1[CH2:11][CH:12]=[O:13])=[O:5])[CH3:2]. The catalyst class is: 20. (2) Reactant: [S:1]1[CH:5]=[CH:4][C:3]2[C:6]([NH2:10])=[CH:7][CH:8]=[CH:9][C:2]1=2.N1C=CC=CC=1.[CH3:17][S:18](Cl)(=[O:20])=[O:19]. Product: [S:1]1[CH:5]=[CH:4][C:3]2[C:6]([NH:10][S:18]([CH3:17])(=[O:20])=[O:19])=[CH:7][CH:8]=[CH:9][C:2]1=2. The catalyst class is: 2. (3) Reactant: [N+:1]([C:4]1[CH:9]=[CH:8][C:7]([N:10]2[C:14](=[O:15])[N:13]=[N:12][NH:11]2)=[CH:6][CH:5]=1)([O-:3])=[O:2].[C:16]1([S:22][CH2:23][CH2:24]O)[CH:21]=[CH:20][CH:19]=[CH:18][CH:17]=1.C1(P(C2C=CC=CC=2)C2C=CC=CC=2)C=CC=CC=1.N(C(OCC)=O)=NC(OCC)=O. Product: [N+:1]([C:4]1[CH:5]=[CH:6][C:7]([N:10]2[C:14](=[O:15])[N:13]([CH2:24][CH2:23][S:22][C:16]3[CH:21]=[CH:20][CH:19]=[CH:18][CH:17]=3)[N:12]=[N:11]2)=[CH:8][CH:9]=1)([O-:3])=[O:2]. The catalyst class is: 7. (4) Reactant: CS(O[CH2:6][C:7]1[CH:12]=[CH:11][C:10]([N+:13]([O-:15])=[O:14])=[CH:9][CH:8]=1)(=O)=O.[C:16]1(=[O:26])[NH:20][C:19](=[O:21])[C:18]2=[CH:22][CH:23]=[CH:24][CH:25]=[C:17]12.[K]. Product: [N+:13]([C:10]1[CH:11]=[CH:12][C:7]([CH2:6][N:20]2[C:16](=[O:26])[C:17]3[C:18](=[CH:22][CH:23]=[CH:24][CH:25]=3)[C:19]2=[O:21])=[CH:8][CH:9]=1)([O-:15])=[O:14]. The catalyst class is: 9. (5) The catalyst class is: 5. Product: [Br:12][C:4]1[CH:3]=[C:2]([F:1])[C:11]2[O:10][CH2:9][CH2:8][O:7][C:6]=2[CH:5]=1. Reactant: [F:1][C:2]1[C:11]2[O:10][CH2:9][CH2:8][O:7][C:6]=2[CH:5]=[CH:4][CH:3]=1.[Br:12]N1C(=O)CCC1=O. (6) Reactant: C(OC([NH:8][CH:9]([CH2:22][C:23]#[CH:24])[C:10]([NH:12][CH:13]([CH2:18][CH:19]([CH3:21])[CH3:20])[C:14]([O:16][CH3:17])=[O:15])=[O:11])=O)(C)(C)C.[ClH:25].O1CCOCC1. Product: [Cl-:25].[CH3:17][O:16][C:14](=[O:15])[CH:13]([NH:12][C:10](=[O:11])[CH:9]([NH3+:8])[CH2:22][C:23]#[CH:24])[CH2:18][CH:19]([CH3:21])[CH3:20]. The catalyst class is: 2. (7) Reactant: [Cl:1][C:2]1[N:3]=[C:4]([NH:22][CH:23]2[CH2:25][CH2:24]2)[C:5]2[C:10](I)=[CH:9][N:8]([S:12]([C:15]3[CH:21]=[CH:20][C:18]([CH3:19])=[CH:17][CH:16]=3)(=[O:14])=[O:13])[C:6]=2[N:7]=1.C([Sn](CCCC)(CCCC)[C:31]1[CH:36]=[CH:35][N:34]=[CH:33][CH:32]=1)CCC.O.CCOC(C)=O. Product: [Cl:1][C:2]1[N:3]=[C:4]([NH:22][CH:23]2[CH2:25][CH2:24]2)[C:5]2[C:10]([C:31]3[CH:36]=[CH:35][N:34]=[CH:33][CH:32]=3)=[CH:9][N:8]([S:12]([C:15]3[CH:21]=[CH:20][C:18]([CH3:19])=[CH:17][CH:16]=3)(=[O:14])=[O:13])[C:6]=2[N:7]=1. The catalyst class is: 77. (8) The catalyst class is: 398. Product: [O:1]1[C:5]([C:6]2[CH:30]=[CH:29][C:9]([CH2:10][N:11]3[C:27](=[O:28])[N:14]4[N:15]=[CH:16][C:17]([C:20]5[CH:21]=[CH:22][C:23]([Cl:26])=[CH:24][CH:25]=5)=[C:18]([C:31]5[CH:36]=[CH:35][CH:34]=[CH:33][CH:32]=5)[C:13]4=[N:12]3)=[CH:8][CH:7]=2)=[CH:4][CH:3]=[N:2]1. Reactant: [O:1]1[C:5]([C:6]2[CH:30]=[CH:29][C:9]([CH2:10][N:11]3[C:27](=[O:28])[N:14]4[N:15]=[CH:16][C:17]([C:20]5[CH:25]=[CH:24][C:23]([Cl:26])=[CH:22][CH:21]=5)=[C:18](Cl)[C:13]4=[N:12]3)=[CH:8][CH:7]=2)=[CH:4][CH:3]=[N:2]1.[C:31]1(B(O)O)[CH:36]=[CH:35][CH:34]=[CH:33][CH:32]=1.C([O-])([O-])=O.[Na+].[Na+]. (9) Reactant: Cl[C:2]1[C:10]([N+:11]([O-:13])=[O:12])=[CH:9][C:5]([C:6]([OH:8])=[O:7])=[CH:4][N:3]=1.[CH2:14]([O:16][C:17](=[O:25])[CH2:18]N1CCNCC1)[CH3:15].O.Cl. Product: [CH2:14]([O:16][C:17]([CH2:18][CH:9]1[CH2:5][CH2:4][N:3]([C:2]2[C:10]([N+:11]([O-:13])=[O:12])=[CH:9][C:5]([C:6]([OH:8])=[O:7])=[CH:4][N:3]=2)[CH2:2][CH2:10]1)=[O:25])[CH3:15]. The catalyst class is: 9. (10) Reactant: C(OC(=O)[NH:7][CH2:8][CH2:9][C:10]1[CH:15]=[CH:14][C:13]([C:16]2[CH:21]=[CH:20][CH:19]=[CH:18][N:17]=2)=[CH:12][CH:11]=1)(C)(C)C.ClCCl. Product: [N:17]1[CH:18]=[CH:19][CH:20]=[CH:21][C:16]=1[C:13]1[CH:14]=[CH:15][C:10]([CH2:9][CH2:8][NH2:7])=[CH:11][CH:12]=1. The catalyst class is: 55.